This data is from Catalyst prediction with 721,799 reactions and 888 catalyst types from USPTO. The task is: Predict which catalyst facilitates the given reaction. Reactant: [CH3:1][C:2]1[CH:7]=[C:6]([C:8]2[CH:13]=[CH:12][CH:11]=[C:10]([C:14]([F:17])([F:16])[F:15])[CH:9]=2)[N:5]=[C:4]([NH2:18])[N:3]=1.C1C(=O)N([I:26])C(=O)C1. Product: [I:26][C:7]1[C:2]([CH3:1])=[N:3][C:4]([NH2:18])=[N:5][C:6]=1[C:8]1[CH:13]=[CH:12][CH:11]=[C:10]([C:14]([F:17])([F:15])[F:16])[CH:9]=1. The catalyst class is: 61.